From a dataset of Full USPTO retrosynthesis dataset with 1.9M reactions from patents (1976-2016). Predict the reactants needed to synthesize the given product. (1) Given the product [C:5]1([C:3]2[N:11]=[C:12]([NH2:14])[S:13][CH:2]=2)[CH:10]=[CH:9][CH:8]=[CH:7][CH:6]=1, predict the reactants needed to synthesize it. The reactants are: Br[CH2:2][C:3]([C:5]1[CH:10]=[CH:9][CH:8]=[CH:7][CH:6]=1)=O.[NH2:11][C:12]([NH2:14])=[S:13]. (2) Given the product [F:5][C:6]1[CH:15]=[CH:14][CH:13]=[C:12]2[C:7]=1[CH:8]=[CH:9][C:10]([CH:16]([OH:17])[CH2:1][CH3:2])=[CH:11]2, predict the reactants needed to synthesize it. The reactants are: [CH2:1]([Mg]Cl)[CH3:2].[F:5][C:6]1[CH:15]=[CH:14][CH:13]=[C:12]2[C:7]=1[CH:8]=[CH:9][C:10]([CH:16]=[O:17])=[CH:11]2. (3) Given the product [CH2:1]([O:3][C:4]1[N:8]([CH2:9][C:10]2[CH:11]=[CH:12][C:13]([C:16]3[CH:21]=[CH:20][CH:19]=[CH:18][C:17]=3[C:22]3[NH:23][C:26](=[O:27])[O:25][N:24]=3)=[CH:14][CH:15]=2)[C:7]2[C:38]([C:42]([O:44][CH2:45][C:46]3[O:47][C:48](=[O:52])[O:49][C:50]=3[CH3:51])=[O:43])=[CH:39][CH:40]=[CH:41][C:6]=2[N:5]=1)[CH3:2], predict the reactants needed to synthesize it. The reactants are: [CH2:1]([O:3][C:4]1[N:8]([CH2:9][C:10]2[CH:15]=[CH:14][C:13]([C:16]3[CH:21]=[CH:20][CH:19]=[CH:18][C:17]=3[C:22](=[N:24][O:25][C:26](OC3C=CC([N+]([O-])=O)=CC=3)=[O:27])[NH2:23])=[CH:12][CH:11]=2)[C:7]2[C:38]([C:42]([O:44][CH2:45][C:46]3[O:47][C:48](=[O:52])[O:49][C:50]=3[CH3:51])=[O:43])=[CH:39][CH:40]=[CH:41][C:6]=2[N:5]=1)[CH3:2]. (4) Given the product [C:4]([C:6]1[CH:14]=[C:13]2[C:9]([C:10]([CH3:17])([CH3:18])[C:11](=[O:16])[N:12]2[CH3:15])=[CH:8][CH:7]=1)(=[O:5])[CH3:20], predict the reactants needed to synthesize it. The reactants are: CON(C)[C:4]([C:6]1[CH:14]=[C:13]2[C:9]([C:10]([CH3:18])([CH3:17])[C:11](=[O:16])[N:12]2[CH3:15])=[CH:8][CH:7]=1)=[O:5].[CH3:20][Mg]Br. (5) Given the product [Br:34][C:31]1[CH:32]=[CH:33][C:28]([C:26]2[C:25]([S:42][C:39]3[CH:38]=[CH:37][C:36]([Cl:35])=[CH:41][N:40]=3)=[CH:10][NH:11][N:12]=2)=[CH:29][CH:30]=1, predict the reactants needed to synthesize it. The reactants are: ClC1C=CC(SC2[C:10](C3C=CC(S(C)(=O)=O)=CC=3)=[N:11][NH:12]C=2)=CC=1.Br[CH2:25][C:26]([C:28]1[CH:33]=[CH:32][C:31]([Br:34])=[CH:30][CH:29]=1)=O.[Cl:35][C:36]1[CH:37]=[CH:38][C:39]([SH:42])=[N:40][CH:41]=1. (6) Given the product [F:1][C:2]1[CH:7]=[CH:6][C:5]([NH2:8])=[CH:4][C:3]=1[N:11]1[CH2:12][CH2:13][O:14][CH2:15][CH2:16]1, predict the reactants needed to synthesize it. The reactants are: [F:1][C:2]1[CH:7]=[CH:6][C:5]([N+:8]([O-])=O)=[CH:4][C:3]=1[N:11]1[CH2:16][CH2:15][O:14][CH2:13][CH2:12]1.C(O)C.O.O.[Sn](Cl)Cl. (7) Given the product [CH3:1][C:2]1[CH:22]=[CH:21][C:5]2[N:6]([CH2:9][C:10]3[CH:20]=[CH:19][C:13]4[N:14]=[C:15]([S:17]([CH3:18])=[O:31])[S:16][C:12]=4[CH:11]=3)[CH:7]=[N:8][C:4]=2[CH:3]=1, predict the reactants needed to synthesize it. The reactants are: [CH3:1][C:2]1[CH:22]=[CH:21][C:5]2[N:6]([CH2:9][C:10]3[CH:20]=[CH:19][C:13]4[N:14]=[C:15]([S:17][CH3:18])[S:16][C:12]=4[CH:11]=3)[CH:7]=[N:8][C:4]=2[CH:3]=1.ClC1C=CC=C(C(OO)=[O:31])C=1.